From a dataset of Forward reaction prediction with 1.9M reactions from USPTO patents (1976-2016). Predict the product of the given reaction. (1) Given the reactants [CH3:1][N:2]1[CH2:7][CH2:6][N:5]([C:8]2[C:17]3[C:12](=[CH:13][C:14]4[CH2:20][CH2:19][NH:18][C:15]=4[CH:16]=3)[CH:11]=[CH:10][N:9]=2)[CH2:4][CH2:3]1.[CH3:21][N:22]1[C:26]([C:27]([F:30])([F:29])[F:28])=[C:25]([C:31](OCC)=[O:32])[CH:24]=[N:23]1.C[Al](C)C.Cl, predict the reaction product. The product is: [CH3:21][N:22]1[C:26]([C:27]([F:28])([F:29])[F:30])=[C:25]([C:31]([N:18]2[C:15]3[CH:16]=[C:17]4[C:12]([CH:11]=[CH:10][N:9]=[C:8]4[N:5]4[CH2:4][CH2:3][N:2]([CH3:1])[CH2:7][CH2:6]4)=[CH:13][C:14]=3[CH2:20][CH2:19]2)=[O:32])[CH:24]=[N:23]1. (2) Given the reactants [CH3:1][O:2][C:3](=[O:26])[CH2:4][CH2:5][C:6]([C:24]#[N:25])([C:13]1[CH:18]=[CH:17][C:16]([N+:19]([O-:21])=[O:20])=[C:15]([O:22][CH3:23])[CH:14]=1)[CH2:7][CH2:8][C:9](OC)=[O:10].COCCOC.[H-].[Na+], predict the reaction product. The product is: [CH3:1][O:2][C:3]([CH:4]1[CH2:5][C:6]([C:24]#[N:25])([C:13]2[CH:18]=[CH:17][C:16]([N+:19]([O-:21])=[O:20])=[C:15]([O:22][CH3:23])[CH:14]=2)[CH2:7][CH2:8][C:9]1=[O:10])=[O:26].